The task is: Binary Classification. Given a drug SMILES string, predict its activity (active/inactive) in a high-throughput screening assay against a specified biological target.. This data is from Cav3 T-type calcium channel HTS with 100,875 compounds. The drug is FC(F)(F)c1ccc(C2C(CCCO)C(OC(=C2)C(O)=O)OCC)cc1. The result is 0 (inactive).